Task: Predict the reactants needed to synthesize the given product.. Dataset: Full USPTO retrosynthesis dataset with 1.9M reactions from patents (1976-2016) (1) Given the product [NH2:2][CH2:3][C:4]1[CH:5]=[C:6]([CH:14]=[C:15]([C:17]([F:18])([F:19])[F:20])[CH:16]=1)[C:7]([O:9][C:10]([CH3:13])([CH3:12])[CH3:11])=[O:8], predict the reactants needed to synthesize it. The reactants are: O/[N:2]=[CH:3]\[C:4]1[CH:5]=[C:6]([CH:14]=[C:15]([C:17]([F:20])([F:19])[F:18])[CH:16]=1)[C:7]([O:9][C:10]([CH3:13])([CH3:12])[CH3:11])=[O:8].[H][H]. (2) Given the product [CH:14]([N:12]([CH3:13])[C:11]1[C:2]([C:24]2[CH:25]=[CH:26][CH:27]=[CH:28][C:23]=2[O:22][CH3:21])=[N:3][C:4]2[C:9]([N:10]=1)=[CH:8][C:7]([C:17]([O:19][CH3:20])=[O:18])=[CH:6][CH:5]=2)([CH3:16])[CH3:15], predict the reactants needed to synthesize it. The reactants are: Cl[C:2]1[C:11]([N:12]([CH:14]([CH3:16])[CH3:15])[CH3:13])=[N:10][C:9]2[C:4](=[CH:5][CH:6]=[C:7]([C:17]([O:19][CH3:20])=[O:18])[CH:8]=2)[N:3]=1.[CH3:21][O:22][C:23]1[CH:28]=[CH:27][CH:26]=[CH:25][C:24]=1B(O)O.[O-]P([O-])([O-])=O.[K+].[K+].[K+]. (3) Given the product [CH:57]([C:54]1[CH:55]=[CH:56][C:48]2[C:47]([NH:46][C:27]3[CH:26]=[C:25]([NH:24][C:17](=[O:18])[C:16]4[CH:20]=[CH:21][CH:22]=[C:14]([NH:13][C:12]5[C:7]6[CH:6]=[CH:5][C:4]([CH:1]([CH3:2])[CH3:3])=[N:23][C:8]=6[N:9]=[CH:10][N:11]=5)[CH:15]=4)[CH:30]=[CH:29][C:28]=3[S:31][C:32]3[CH:37]=[CH:36][C:35]([NH:38][C:39](=[O:45])[O:40][C:41]([CH3:44])([CH3:43])[CH3:42])=[CH:34][CH:33]=3)=[N:52][CH:51]=[N:50][C:49]=2[N:53]=1)([CH3:59])[CH3:58], predict the reactants needed to synthesize it. The reactants are: [CH:1]([C:4]1[CH:5]=[CH:6][C:7]2[C:12]([NH:13][C:14]3[CH:15]=[C:16]([CH:20]=[CH:21][CH:22]=3)[C:17](O)=[O:18])=[N:11][CH:10]=[N:9][C:8]=2[N:23]=1)([CH3:3])[CH3:2].[NH2:24][C:25]1[CH:30]=[CH:29][C:28]([S:31][C:32]2[CH:37]=[CH:36][C:35]([NH:38][C:39](=[O:45])[O:40][C:41]([CH3:44])([CH3:43])[CH3:42])=[CH:34][CH:33]=2)=[C:27]([NH:46][C:47]2[C:48]3[CH:56]=[CH:55][C:54]([CH:57]([CH3:59])[CH3:58])=[N:53][C:49]=3[N:50]=[CH:51][N:52]=2)[CH:26]=1.CN(C(ON1N=NC2C=CC=NC1=2)=[N+](C)C)C.F[P-](F)(F)(F)(F)F.CCN(C(C)C)C(C)C. (4) Given the product [C:33]([N:19]1[CH2:20][CH2:21][CH:16]([N:14]2[CH:15]=[C:11]([C:9]3[NH:8][C:5]4=[N:6][CH:7]=[C:2]([Cl:1])[C:3]([NH:22][C@@H:23]5[C@@H:28]6[CH2:29][C@@H:25]([CH:26]=[CH:27]6)[C@@H:24]5[C:30]([NH2:32])=[O:31])=[C:4]4[N:10]=3)[CH:12]=[N:13]2)[CH2:17][CH2:18]1)(=[O:35])[CH3:34], predict the reactants needed to synthesize it. The reactants are: [Cl:1][C:2]1[C:3]([NH:22][C@@H:23]2[C@@H:28]3[CH2:29][C@@H:25]([CH:26]=[CH:27]3)[C@@H:24]2[C:30]([NH2:32])=[O:31])=[C:4]2[N:10]=[C:9]([C:11]3[CH:12]=[N:13][N:14]([CH:16]4[CH2:21][CH2:20][NH:19][CH2:18][CH2:17]4)[CH:15]=3)[NH:8][C:5]2=[N:6][CH:7]=1.[C:33](OC(=O)C)(=[O:35])[CH3:34]. (5) Given the product [NH:61]1[CH2:62][CH2:63][CH2:64][CH:58]([NH:57][C:26](=[O:27])[C:25]2[CH:29]=[CH:30][C:22]([NH:21][C:19]3[N:18]=[CH:17][C:8]4[N:9]([CH3:16])[C:10](=[O:15])[C:11]([F:14])([F:13])[CH2:12][N:6]([CH:1]5[CH2:5][CH2:4][CH2:3][CH2:2]5)[C:7]=4[N:20]=3)=[C:23]([O:31][CH3:32])[CH:24]=2)[CH2:59][CH2:60]1, predict the reactants needed to synthesize it. The reactants are: [CH:1]1([N:6]2[CH2:12][C:11]([F:14])([F:13])[C:10](=[O:15])[N:9]([CH3:16])[C:8]3[CH:17]=[N:18][C:19]([NH:21][C:22]4[CH:30]=[CH:29][C:25]([C:26](O)=[O:27])=[CH:24][C:23]=4[O:31][CH3:32])=[N:20][C:7]2=3)[CH2:5][CH2:4][CH2:3][CH2:2]1.CN(C(ON1N=NC2C=CC=NC1=2)=[N+](C)C)C.F[P-](F)(F)(F)(F)F.[NH2:57][CH:58]1[CH2:64][CH2:63][CH2:62][N:61](C(OC(C)(C)C)=O)[CH2:60][CH2:59]1. (6) The reactants are: [CH:1](=O)[C:2]1[C:3]([O:8][CH3:9])=[CH:4][CH:5]=[CH:6][CH:7]=1.[N+:11]([C:14]1[C:15]([NH2:21])=[C:16]([NH2:20])[CH:17]=[CH:18][CH:19]=1)([O-:13])=[O:12]. Given the product [CH3:9][O:8][C:3]1[CH:4]=[CH:5][CH:6]=[CH:7][C:2]=1[C:1]1[NH:20][C:16]2[CH:17]=[CH:18][CH:19]=[C:14]([N+:11]([O-:13])=[O:12])[C:15]=2[N:21]=1, predict the reactants needed to synthesize it.